Task: Regression/Classification. Given a drug SMILES string, predict its absorption, distribution, metabolism, or excretion properties. Task type varies by dataset: regression for continuous measurements (e.g., permeability, clearance, half-life) or binary classification for categorical outcomes (e.g., BBB penetration, CYP inhibition). Dataset: cyp2c9_veith.. Dataset: CYP2C9 inhibition data for predicting drug metabolism from PubChem BioAssay (1) The molecule is [O-][N+](CCO)(CCO)c1ncnc2nc[nH]c12. The result is 0 (non-inhibitor). (2) The drug is O=C(CC(c1ccccc1)c1ccccc1)Nc1ccc2c(c1)OCCO2. The result is 1 (inhibitor). (3) The molecule is CN1[C@H]2CC[C@@H]1CC(OC(=O)c1c[nH]c3ccccc13)C2. The result is 0 (non-inhibitor). (4) The compound is Cc1nn(Cc2ccc(Cl)cc2)c(C)c1NC(=O)Cn1nc([N+](=O)[O-])c(Cl)c1C. The result is 0 (non-inhibitor).